Dataset: Experimentally validated miRNA-target interactions with 360,000+ pairs, plus equal number of negative samples. Task: Binary Classification. Given a miRNA mature sequence and a target amino acid sequence, predict their likelihood of interaction. (1) The miRNA is hsa-miR-3678-3p with sequence CUGCAGAGUUUGUACGGACCGG. The protein sequence of the target gene is MAAAVPKRMRGPAQAKLLPGSAIQALVGLARPLVLALLLVSAALSSVVSRTDSPSPTVLNSHISTPNVNALTHENQTKPSISQISTTLPPTTSTKKSGGASVVPHPSPTPLSQEEADNNEDPSIEEEDLLMLNSSPSTAKDTLDNGDYGEPDYDWTTGPRDDDESDDTLEENRGYMEIEQSVKSFKMPSSNIEEEDSHFFFHLIIFAFCIAVVYITYHNKRKIFLLVQSRKWRDGLCSKTVEYHRLDQNVNEAMPSLKITNDYIF. Result: 1 (interaction). (2) The miRNA is hsa-miR-4255 with sequence CAGUGUUCAGAGAUGGA. The protein sequence of the target gene is MLRGPWRQLWLFFLLLLPGAPEPRGASRPWEGTDEPGSAWAWPGFQRLQEQLRAAGALSKRYWTLFSCQVWPDDCDEDEEAATGPLGWRLPLLGQRYLDLLTTWYCSFKDCCPRGDCRISNNFTGLEWDLNVRLHGQHLVQQLVLRTVRGYLETPQPEKALALSFHGWSGTGKNFVARMLVENLYRDGLMSDCVRMFIATFHFPHPKYVDLYKEQLMSQIRETQQLCHQTLFIFDEAEKLHPGLLEVLGPHLERRAPEGHRAESPWTIFLFLSNLRGDIINEVVLKLLKAGWSREEITME.... Result: 0 (no interaction). (3) Result: 0 (no interaction). The protein sequence of the target gene is MNGGKECDGGDKEGGLAAIQVPVGWQRRVDHNGVLYISPSGSLLSCLDQVKTYLLTDGTCKCGLECPLILPKVFNFDPGAAVKQRTAEDVKADDDVTKLCIHKRKIIAVATLHQSMEAPHPSLVLTSPGGGTNATPVVPSRAATPRSVRNKSHEGITNSVMPECKNPFKLMTGSSNAMGRLYMQDLPGSQQQELHPVYPRQRLGSSEHGQKSPFRGSHGGLPSPASSGSQIYGDGSISPRTDPLGSPDVFTRNNPGFHGAPNSSPIHLNRTPLSPPSVMLHGSPVQSSCAMAGRTNIPLS.... The miRNA is hsa-miR-3135b with sequence GGCUGGAGCGAGUGCAGUGGUG. (4) The miRNA is mmu-miR-466o-5p with sequence UGAUGUGUGUGUACAUGUACAU. The protein sequence of the target gene is MEELSADEIRRRRLARLAGGQTSQPTTPLTSPQRENPPGPPIAASAPGPSQSLGLNVHNMTPATSPIGAAGVAHRSQSSEGVSSLSSSPSNSLETQSQSLSRSQSMDIDGVSCEKSMSQVDVDSGIENMEVDENDRREKRSLSDKEPSSGPEVSEEQALQLVCKIFRVSWKDRDRDVIFLSSLSAQFKQNPKEVFSDFKDLIGQILMEVLMMSTQTRDENPFASLTATSQPIATAARSPDRNLMLNTGSSSGTSPMFCNMGSFSTSSLSSLGASGGASNWDSYSDHFTIETCKETDMLNY.... Result: 0 (no interaction).